Dataset: Reaction yield outcomes from USPTO patents with 853,638 reactions. Task: Predict the reaction yield, written as a fraction of the theoretical maximum amount of product (1.0 means a 100% yield; for example, 0.34 means a 34% yield). (1) The reactants are C([O:3][C:4](=[O:29])[CH2:5][C:6]1[N:7]=[C:8]([NH:11][C:12](=[O:28])[CH:13]([C:20]2[CH:25]=[CH:24][C:23]([Cl:26])=[C:22]([Cl:27])[CH:21]=2)[CH2:14][CH:15]2[CH2:19][CH2:18][CH2:17][CH2:16]2)[S:9][CH:10]=1)C.[OH-].[Na+]. The catalyst is C(O)C. The product is [CH:15]1([CH2:14][CH:13]([C:20]2[CH:25]=[CH:24][C:23]([Cl:26])=[C:22]([Cl:27])[CH:21]=2)[C:12]([NH:11][C:8]2[S:9][CH:10]=[C:6]([CH2:5][C:4]([OH:29])=[O:3])[N:7]=2)=[O:28])[CH2:19][CH2:18][CH2:17][CH2:16]1. The yield is 0.810. (2) The yield is 0.900. The reactants are Cl.[F:2][C:3]1[CH:4]=[CH:5][C:6]([CH2:9][CH2:10][N:11]2[CH2:16][CH2:15][N:14]([C:17]3[CH:22]=[CH:21][C:20]4[C:23]5[CH2:24][NH:25][CH2:26][CH2:27][CH2:28][C:29]=5[O:30][C:19]=4[CH:18]=3)[C:13](=[O:31])[CH2:12]2)=[N:7][CH:8]=1.C=O.[C:34](O[BH-](OC(=O)C)OC(=O)C)(=O)C.[Na+]. The product is [F:2][C:3]1[CH:4]=[CH:5][C:6]([CH2:9][CH2:10][N:11]2[CH2:16][CH2:15][N:14]([C:17]3[CH:22]=[CH:21][C:20]4[C:23]5[CH2:24][N:25]([CH3:34])[CH2:26][CH2:27][CH2:28][C:29]=5[O:30][C:19]=4[CH:18]=3)[C:13](=[O:31])[CH2:12]2)=[N:7][CH:8]=1. The catalyst is ClCCl.CO.C([O-])(O)=O.[Na+]. (3) The reactants are [Cl:1][C:2]1[CH:8]=[CH:7][CH:6]=[C:5]([Cl:9])[C:3]=1[NH2:4].[F:10][C:11]([F:22])([F:21])[C:12](O[C:12](=[O:13])[C:11]([F:22])([F:21])[F:10])=[O:13]. The catalyst is ClCCl. The product is [Cl:1][C:2]1[CH:8]=[CH:7][CH:6]=[C:5]([Cl:9])[C:3]=1[NH:4][C:12](=[O:13])[C:11]([F:22])([F:21])[F:10]. The yield is 0.900. (4) The reactants are [F:1][C:2]1[CH:7]=[CH:6][C:5]([NH:8][C:9]([C:11]2([C:14]([NH:16][C:17]3[CH:22]=[CH:21][C:20]([O:23][C:24]4[C:33]5[C:28](=[CH:29][C:30]([O:35][CH3:36])=[C:31]([OH:34])[CH:32]=5)[N:27]=[CH:26][N:25]=4)=[C:19]([F:37])[CH:18]=3)=[O:15])[CH2:13][CH2:12]2)=[O:10])=[CH:4][CH:3]=1.C1C=CC(P(C2C=CC=CC=2)C2C=CC=CC=2)=CC=1.[N:57]1([CH2:63][CH2:64][CH2:65]O)[CH2:62][CH2:61][O:60][CH2:59][CH2:58]1.CCOC(/N=N/C(OCC)=O)=O. The catalyst is C(Cl)Cl. The product is [F:1][C:2]1[CH:3]=[CH:4][C:5]([NH:8][C:9]([C:11]2([C:14]([NH:16][C:17]3[CH:22]=[CH:21][C:20]([O:23][C:24]4[C:33]5[C:28](=[CH:29][C:30]([O:35][CH3:36])=[C:31]([O:34][CH2:65][CH2:64][CH2:63][N:57]6[CH2:62][CH2:61][O:60][CH2:59][CH2:58]6)[CH:32]=5)[N:27]=[CH:26][N:25]=4)=[C:19]([F:37])[CH:18]=3)=[O:15])[CH2:13][CH2:12]2)=[O:10])=[CH:6][CH:7]=1. The yield is 0.100. (5) The reactants are Br[C:2]1[CH:3]=[C:4]([CH:32]=[CH:33][CH:34]=1)[O:5][C:6]1[CH:7]=[C:8]([S:23][C:24]2[CH:29]=[CH:28][CH:27]=[C:26]([O:30][CH3:31])[CH:25]=2)[C:9]([NH:12][C:13]2[S:17][N:16]=[C:15]([CH:18]3[CH2:22][CH2:21][CH2:20][O:19]3)[N:14]=2)=[N:10][CH:11]=1.C[Li].C([Li])CCC.[CH:42](=[O:44])[CH3:43].[NH4+].[Cl-]. The catalyst is C1COCC1. The product is [CH3:31][O:30][C:26]1[CH:25]=[C:24]([S:23][C:8]2[CH:7]=[C:6]([O:5][C:4]3[CH:3]=[C:2]([CH:42]([OH:44])[CH3:43])[CH:34]=[CH:33][CH:32]=3)[CH:11]=[N:10][C:9]=2[NH:12][C:13]2[S:17][N:16]=[C:15]([CH:18]3[CH2:22][CH2:21][CH2:20][O:19]3)[N:14]=2)[CH:29]=[CH:28][CH:27]=1. The yield is 0.111. (6) The reactants are Br[C:2]1[CH:7]=[C:6]([S:8]([CH3:11])(=[O:10])=[O:9])[C:5]([CH2:12][OH:13])=[C:4]([F:14])[CH:3]=1.[B:15]1([B:15]2[O:19][C:18]([CH3:21])([CH3:20])[C:17]([CH3:23])([CH3:22])[O:16]2)[O:19][C:18]([CH3:21])([CH3:20])[C:17]([CH3:23])([CH3:22])[O:16]1.C(=O)([O-])[O-].[K+].[K+].[Br-]. The catalyst is C(OCC)(=O)C.O.ClCCl.C1C=CC([PH+]([C]2[CH][CH][CH][CH]2)C2C=CC=CC=2)=CC=1.C1C=CC([PH+]([C]2[CH][CH][CH][CH]2)C2C=CC=CC=2)=CC=1.C(Cl)Cl.Cl[Pd]Cl.[Fe].CS(C)=O. The product is [F:14][C:4]1[CH:3]=[C:2]([B:15]2[O:19][C:18]([CH3:21])([CH3:20])[C:17]([CH3:23])([CH3:22])[O:16]2)[CH:7]=[C:6]([S:8]([CH3:11])(=[O:10])=[O:9])[C:5]=1[CH2:12][OH:13]. The yield is 0.820. (7) The reactants are [CH2:1]([O:8][C:9]1[CH:10]=[C:11]2[C:15](=[CH:16][CH:17]=1)[NH:14][CH:13]=[CH:12]2)[C:2]1[CH:7]=[CH:6][CH:5]=[CH:4][CH:3]=1.[CH2:18]([Mg]Br)C.C(OCC)C.IC. The catalyst is C1COCC1. The product is [CH2:1]([O:8][C:9]1[CH:10]=[C:11]2[C:15](=[CH:16][CH:17]=1)[NH:14][CH:13]=[C:12]2[CH3:18])[C:2]1[CH:3]=[CH:4][CH:5]=[CH:6][CH:7]=1. The yield is 0.600. (8) The yield is 0.680. The reactants are Br[C:2]1[C:8]([C:9]([F:12])([F:11])[F:10])=[CH:7][C:5]([NH2:6])=[CH:4][C:3]=1[Cl:13].C(=O)([O-])[O-].[Na+].[Na+].[CH3:20][S:21]([N:24]1[CH2:29][CH2:28][O:27][C:26]2[CH:30]=[CH:31][C:32](B3OC(C)(C)C(C)(C)O3)=[CH:33][C:25]1=2)(=[O:23])=[O:22].O. The catalyst is O1CCOCC1.C1C=CC([P]([Pd]([P](C2C=CC=CC=2)(C2C=CC=CC=2)C2C=CC=CC=2)([P](C2C=CC=CC=2)(C2C=CC=CC=2)C2C=CC=CC=2)[P](C2C=CC=CC=2)(C2C=CC=CC=2)C2C=CC=CC=2)(C2C=CC=CC=2)C2C=CC=CC=2)=CC=1. The product is [Cl:13][C:3]1[CH:4]=[C:5]([CH:7]=[C:8]([C:9]([F:12])([F:11])[F:10])[C:2]=1[C:32]1[CH:31]=[CH:30][C:26]2[O:27][CH2:28][CH2:29][N:24]([S:21]([CH3:20])(=[O:22])=[O:23])[C:25]=2[CH:33]=1)[NH2:6]. (9) The reactants are Cl[C:2]1[C:3]([F:22])=[CH:4][N:5]2[C:10]([C:11]=1[CH3:12])=[C:9]([CH:13]1[CH2:15][CH2:14]1)[CH:8]=[C:7]([C:16]([O:18][CH2:19][CH3:20])=[O:17])[C:6]2=[O:21].[F:23][C:24]1[CH:30]=[C:29](B2OC(C)(C)C(C)(C)O2)[CH:28]=[CH:27][C:25]=1[NH2:26]. No catalyst specified. The product is [NH2:26][C:25]1[CH:27]=[CH:28][C:29]([C:2]2[C:3]([F:22])=[CH:4][N:5]3[C:10]([C:11]=2[CH3:12])=[C:9]([CH:13]2[CH2:15][CH2:14]2)[CH:8]=[C:7]([C:16]([O:18][CH2:19][CH3:20])=[O:17])[C:6]3=[O:21])=[CH:30][C:24]=1[F:23]. The yield is 0.100. (10) The reactants are C([O:4][C@H:5]1[CH2:9][C@H:8]([N:10]2[C:14]3[N:15]=[CH:16][N:17]=[C:18]([CH2:19][CH2:20][C:21]4[CH:26]=[CH:25][CH:24]=[CH:23][CH:22]=4)[C:13]=3[C:12]([C:27]#[C:28][Si](C)(C)C)=[CH:11]2)[O:7][C@@H:6]1[CH2:33][O:34][S:35]([NH2:38])(=[O:37])=[O:36])(=O)C.C([O-])([O-])=O.[K+].[K+]. The catalyst is CO.C(Cl)Cl. The product is [S:35](=[O:36])(=[O:37])([O:34][CH2:33][C@@H:6]1[C@@H:5]([OH:4])[CH2:9][C@H:8]([N:10]2[C:14]3[N:15]=[CH:16][N:17]=[C:18]([CH2:19][CH2:20][C:21]4[CH:26]=[CH:25][CH:24]=[CH:23][CH:22]=4)[C:13]=3[C:12]([C:27]#[CH:28])=[CH:11]2)[O:7]1)[NH2:38]. The yield is 0.620.